From a dataset of Forward reaction prediction with 1.9M reactions from USPTO patents (1976-2016). Predict the product of the given reaction. (1) Given the reactants [CH2:1]([C@H:3]1[N:12]([C:13](=[O:22])[C:14]2[CH:19]=[CH:18][C:17]([O:20][CH3:21])=[CH:16][CH:15]=2)[C:11]2[C:6](=[CH:7][CH:8]=[C:9]([F:23])[CH:10]=2)[NH:5][C:4]1=[O:24])[CH3:2].C(=O)([O-])[O-].[Cs+].[Cs+].C(=O)([O-])[O-].[K+].[K+].I[CH2:38][CH:39]([CH3:41])[CH3:40], predict the reaction product. The product is: [CH2:1]([C@H:3]1[N:12]([C:13](=[O:22])[C:14]2[CH:19]=[CH:18][C:17]([O:20][CH3:21])=[CH:16][CH:15]=2)[C:11]2[C:6](=[CH:7][CH:8]=[C:9]([F:23])[CH:10]=2)[N:5]([CH2:38][CH:39]([CH3:41])[CH3:40])[C:4]1=[O:24])[CH3:2]. (2) Given the reactants [CH2:1]([O:8][C:9]1[CH:10]=[C:11]([C:15]2[CH:16]=[C:17]([CH:25]3[CH2:30][CH2:29][NH:28][CH2:27][CH2:26]3)[N:18]3[C:23]=2[C:22]([NH2:24])=[N:21][CH:20]=[N:19]3)[CH:12]=[CH:13][CH:14]=1)[C:2]1[CH:7]=[CH:6][CH:5]=[CH:4][CH:3]=1.[CH3:31][N:32]([CH3:37])[CH2:33][C:34](O)=[O:35], predict the reaction product. The product is: [CH2:1]([O:8][C:9]1[CH:10]=[C:11]([C:15]2[CH:16]=[C:17]([CH:25]3[CH2:30][CH2:29][N:28]([C:34](=[O:35])[CH2:33][N:32]([CH3:37])[CH3:31])[CH2:27][CH2:26]3)[N:18]3[C:23]=2[C:22]([NH2:24])=[N:21][CH:20]=[N:19]3)[CH:12]=[CH:13][CH:14]=1)[C:2]1[CH:3]=[CH:4][CH:5]=[CH:6][CH:7]=1. (3) Given the reactants CON(C)[C:4](=[O:15])[C@@H:5]([NH:7][C:8](=[O:14])[O:9][C:10]([CH3:13])([CH3:12])[CH3:11])[CH3:6].C([Mg]Cl)(C)C.Br[C:23]1[CH:24]=[N:25][C:26]2[C:31]([CH:32]=1)=[CH:30][CH:29]=[CH:28][CH:27]=2.Cl, predict the reaction product. The product is: [O:15]=[C:4]([C:23]1[CH:24]=[N:25][C:26]2[C:31]([CH:32]=1)=[CH:30][CH:29]=[CH:28][CH:27]=2)[C@@H:5]([NH:7][C:8](=[O:14])[O:9][C:10]([CH3:11])([CH3:12])[CH3:13])[CH3:6]. (4) The product is: [CH3:28][O:29][C:30]1[C:35]([CH2:36][N:37]2[CH2:42][CH2:41][CH:40](/[CH:43]=[CH:9]/[C:10]3[CH:15]=[CH:14][CH:13]=[CH:12][C:11]=3[O:16][CH:17]3[CH2:18][CH2:19][CH2:20][CH2:21]3)[CH2:39][CH2:38]2)=[CH:34][CH:33]=[CH:32][N:31]=1. Given the reactants C(OP([CH2:9][C:10]1[CH:15]=[CH:14][CH:13]=[CH:12][C:11]=1[O:16][CH:17]1[CH2:21][CH2:20][CH2:19][CH2:18]1)(=O)OCC)C.CC(C)([O-])C.[K+].[CH3:28][O:29][C:30]1[C:35]([CH2:36][N:37]2[CH2:42][CH2:41][CH:40]([CH:43]=O)[CH2:39][CH2:38]2)=[CH:34][CH:33]=[CH:32][N:31]=1, predict the reaction product. (5) Given the reactants Cl[C:2]1[C:7]([C:8]([O:10][CH2:11][CH3:12])=[O:9])=[CH:6][N:5]=[C:4]([O:13][CH3:14])[N:3]=1.Cl.[Cl:16][C:17]1[CH:23]=[C:22]([O:24][CH3:25])[C:21]([O:26][CH2:27][C:28]2[C:33]([O:34][CH3:35])=[CH:32][CH:31]=[C:30]([F:36])[C:29]=2[F:37])=[CH:20][C:18]=1[NH2:19].C(N(CC)C(C)C)(C)C.O, predict the reaction product. The product is: [Cl:16][C:17]1[CH:23]=[C:22]([O:24][CH3:25])[C:21]([O:26][CH2:27][C:28]2[C:33]([O:34][CH3:35])=[CH:32][CH:31]=[C:30]([F:36])[C:29]=2[F:37])=[CH:20][C:18]=1[NH:19][C:2]1[C:7]([C:8]([O:10][CH2:11][CH3:12])=[O:9])=[CH:6][N:5]=[C:4]([O:13][CH3:14])[N:3]=1.